From a dataset of Forward reaction prediction with 1.9M reactions from USPTO patents (1976-2016). Predict the product of the given reaction. (1) The product is: [CH2:68]([N:69]1[C@@H:73]([CH3:75])[CH2:74][N:8]([C:11]2[CH:19]=[CH:18][CH:17]=[C:16]3[C:12]=2[C:13](=[O:32])[N:14]([CH2:21][C:22]2[CH:27]=[CH:26][C:25]([O:28][CH3:29])=[C:24]([O:30][CH3:31])[CH:23]=2)[C:15]3=[O:20])[CH2:71][C@H:70]1[CH3:72])[C:67]1[CH:58]=[CH:59][CH:52]=[CH:53][CH:54]=1. Given the reactants FC1C=CC=C(F)C=1CN1CC[N:8]([C:11]2[CH:19]=[CH:18][CH:17]=[C:16]3[C:12]=2[C:13](=[O:32])[N:14]([CH2:21][C:22]2[CH:27]=[CH:26][C:25]([O:28][CH3:29])=[C:24]([O:30][CH3:31])[CH:23]=2)[C:15]3=[O:20])CC1.C(N1CCNCC1)(OC(C)(C)C)=O.F[C:52]1[CH:59]=[CH:58]C=C(F)[C:53]=1[CH2:54]Br.C([O-])([O-])=O.[K+].[K+].[CH3:67][CH2:68][N:69]([CH:73]([CH3:75])[CH3:74])[CH:70]([CH3:72])[CH3:71], predict the reaction product. (2) Given the reactants [C:1]([C:3]1[CH:8]=[CH:7][C:6](OS(C2C=CC(C)=CC=2)(=O)=O)=[CH:5][CH:4]=1)#[N:2].[CH2:20]([N:22]([CH2:26][CH3:27])[CH2:23][C:24]#[CH:25])[CH3:21], predict the reaction product. The product is: [CH2:20]([N:22]([CH2:26][CH3:27])[CH2:23][C:24]#[C:25][C:6]1[CH:5]=[CH:4][C:3]([C:1]#[N:2])=[CH:8][CH:7]=1)[CH3:21]. (3) The product is: [Cl:24][C:23]1[C:18]([O:17][C:7]2[CH:8]=[C:9]([O:12][CH2:13][CH2:14][O:15][CH3:16])[CH:10]=[CH:11][C:6]=2[CH2:5][C:35]([CH3:37])([CH3:36])[C:34]([O:38][CH3:39])=[O:33])=[N:19][CH:20]=[C:21]([C:25]([F:27])([F:28])[F:26])[CH:22]=1. Given the reactants C(O[CH2:5][C:6]1[CH:11]=[CH:10][C:9]([O:12][CH2:13][CH2:14][O:15][CH3:16])=[CH:8][C:7]=1[O:17][C:18]1[C:23]([Cl:24])=[CH:22][C:21]([C:25]([F:28])([F:27])[F:26])=[CH:20][N:19]=1)(=O)C.C[Si]([O:33][C:34]([O:38][CH3:39])=[C:35]([CH3:37])[CH3:36])(C)C.Cl([O-])(=O)(=O)=O.[Mg+2].Cl([O-])(=O)(=O)=O.O, predict the reaction product. (4) Given the reactants C(OC([N:8](C(OC(C)(C)C)=O)[C:9]1[N:14]=[C:13]([CH2:15][C@H:16]2[C@@H:20]([O:21][CH2:22][CH2:23][NH:24][CH2:25][CH2:26][C:27]3[CH:32]=[CH:31][CH:30]=[C:29]([Cl:33])[CH:28]=3)[CH2:19][N:18](C(OC(C)(C)C)=O)[CH2:17]2)[CH:12]=[C:11]([CH3:41])[CH:10]=1)=O)(C)(C)C.Cl, predict the reaction product. The product is: [Cl:33][C:29]1[CH:28]=[C:27]([CH:32]=[CH:31][CH:30]=1)[CH2:26][CH2:25][NH:24][CH2:23][CH2:22][O:21][C@H:20]1[CH2:19][NH:18][CH2:17][C@H:16]1[CH2:15][C:13]1[N:14]=[C:9]([NH2:8])[CH:10]=[C:11]([CH3:41])[CH:12]=1. (5) Given the reactants [N:1]1([C:9]2[CH:16]=[CH:15][C:12]([CH2:13][NH2:14])=[CH:11][C:10]=2[F:17])[CH2:8][CH2:7][CH2:6][CH2:5][CH2:4][CH2:3][CH2:2]1.[N:18]([C:21]1[CH:30]=[CH:29][CH:28]=[C:27]2[C:22]=1[CH:23]=[C:24]([CH3:31])[N:25]=[CH:26]2)=[C:19]=[O:20].N(C1C=CC=C2C=1C=CN=C2)=C=O, predict the reaction product. The product is: [N:1]1([C:9]2[CH:16]=[CH:15][C:12]([CH2:13][NH:14][C:19]([NH:18][C:21]3[CH:30]=[CH:29][CH:28]=[C:27]4[C:22]=3[CH:23]=[C:24]([CH3:31])[N:25]=[CH:26]4)=[O:20])=[CH:11][C:10]=2[F:17])[CH2:8][CH2:7][CH2:6][CH2:5][CH2:4][CH2:3][CH2:2]1. (6) Given the reactants [I:1][C:2]1[CH:10]=[C:6]([C:7](O)=[O:8])[C:5]([OH:11])=[CH:4][CH:3]=1.Cl, predict the reaction product. The product is: [OH:11][C:5]1[CH:4]=[CH:3][C:2]([I:1])=[CH:10][C:6]=1[CH2:7][OH:8]. (7) Given the reactants [CH:1]1([C:8]([C:10]2[CH:15]=[CH:14][CH:13]=[CH:12][CH:11]=2)=[O:9])[CH2:7][CH2:6][CH2:5][CH2:4][CH2:3][CH2:2]1.[OH-].[Na+].S(Cl)([Cl:21])(=O)=O, predict the reaction product. The product is: [Cl:21][C:1]1([C:8]([C:10]2[CH:11]=[CH:12][CH:13]=[CH:14][CH:15]=2)=[O:9])[CH2:2][CH2:3][CH2:4][CH2:5][CH2:6][CH2:7]1. (8) Given the reactants [NH2:1][C:2]1[CH:7]=[CH:6][C:5]([C:8]2[CH:13]=[N:12][CH:11]=[C:10]3[N:14]([CH3:18])[N:15]=[C:16]([NH2:17])[C:9]=23)=[CH:4][CH:3]=1.[F:19][C:20]1[CH:25]=[CH:24][C:23]([N:27]=[C:28]=[O:29])(C)[CH2:22][CH:21]=1.F[C:31]1C=CC(C)=CC=1N=C=O, predict the reaction product. The product is: [NH2:17][C:16]1[C:9]2[C:10](=[CH:11][N:12]=[CH:13][C:8]=2[C:5]2[CH:4]=[CH:3][C:2]([NH:1][C:28]([NH:27][C:23]3[CH:22]=[CH:21][C:20]([F:19])=[C:25]([CH3:31])[CH:24]=3)=[O:29])=[CH:7][CH:6]=2)[N:14]([CH3:18])[N:15]=1. (9) The product is: [NH:1]1[C:5]2[CH:6]=[CH:7][CH:8]=[CH:9][C:4]=2[N:3]=[C:2]1[N:10]([CH2:21][C:22]1[CH:30]=[CH:29][C:25]([C:26]([NH:39][CH2:38][CH2:37][C:36]([OH:35])=[O:40])=[O:27])=[CH:24][CH:23]=1)[CH:11]1[CH2:16][CH2:15][CH:14]([C:17]([CH3:20])([CH3:18])[CH3:19])[CH2:13][CH2:12]1. Given the reactants [NH:1]1[C:5]2[CH:6]=[CH:7][CH:8]=[CH:9][C:4]=2[N:3]=[C:2]1[N:10]([CH2:21][C:22]1[CH:30]=[CH:29][C:25]([C:26](O)=[O:27])=[CH:24][CH:23]=1)[CH:11]1[CH2:16][CH2:15][CH:14]([C:17]([CH3:20])([CH3:19])[CH3:18])[CH2:13][CH2:12]1.C([O:35][C:36](=[O:40])[CH2:37][CH2:38][NH2:39])(C)(C)C.C1C=CC2N(O)N=NC=2C=1.C(Cl)CCl.CCN(C(C)C)C(C)C, predict the reaction product. (10) Given the reactants [CH3:1][C:2]1[CH:7]=[CH:6][CH:5]=[CH:4][C:3]=1[C:8]1[C:16]2[O:15][CH:14]([CH2:17][NH2:18])[CH2:13][C:12]=2[CH:11]=[CH:10][CH:9]=1.C(N(C(C)C)CC)(C)C.Cl[C:29]([O:31][CH2:32][C:33]1[CH:38]=[CH:37][CH:36]=[CH:35][CH:34]=1)=[O:30].C(OC(=O)NCC1CC2C=CC=C(C3CCCC3)C=2O1)C1C=CC=CC=1, predict the reaction product. The product is: [CH2:32]([O:31][C:29](=[O:30])[NH:18][CH2:17][CH:14]1[CH2:13][C:12]2[CH:11]=[CH:10][CH:9]=[C:8]([C:3]3[CH:4]=[CH:5][CH:6]=[CH:7][C:2]=3[CH3:1])[C:16]=2[O:15]1)[C:33]1[CH:38]=[CH:37][CH:36]=[CH:35][CH:34]=1.